This data is from Reaction yield outcomes from USPTO patents with 853,638 reactions. The task is: Predict the reaction yield, written as a fraction of the theoretical maximum amount of product (1.0 means a 100% yield; for example, 0.34 means a 34% yield). (1) The yield is 0.890. The reactants are [CH3:1][CH:2]([CH2:9][CH2:10][CH2:11][CH2:12][N:13]=[C:14]=[O:15])[C:3]([CH3:8])([CH3:7])[N:4]=[C:5]=[O:6].[O:16]1[CH2:20][CH2:19][CH2:18][CH2:17]1.[CH:21]([O:23][CH2:24][CH2:25][CH2:26][CH2:27][OH:28])=[CH2:22].[N-]=[C:30]=[O:31].[CH3:32]O. The product is [CH:21]([O:23][CH2:24][CH2:25][CH2:26][CH2:27][O:28][C:5](=[O:6])[NH:4][C:3]([CH3:7])([CH3:8])[CH:2]([CH3:1])[CH2:9][CH2:10][CH2:11][CH2:12][NH:13][C:14](=[O:15])[O:16][CH2:20][CH2:19][CH2:18][CH2:17][O:31][CH:30]=[CH2:32])=[CH2:22]. The catalyst is C([O-])(=O)CCCCCCCCCCC.C([O-])(=O)CCCCCCCCCCC.C([Sn+2]CCCC)CCC. (2) The reactants are Cl[C:2]1[C:7]([N+:8]([O-:10])=[O:9])=[CH:6][CH:5]=[C:4]([Cl:11])[N:3]=1.C(N(CC)CC)C.[CH:19]([C:22]1[S:23][CH:24]=[C:25]([C:27]2[CH:33]=[CH:32][C:30]([NH2:31])=[CH:29][CH:28]=2)[N:26]=1)([CH3:21])[CH3:20]. The catalyst is CO. The product is [CH:19]([C:22]1[S:23][CH:24]=[C:25]([C:27]2[CH:28]=[CH:29][C:30]([NH:31][C:2]3[C:7]([N+:8]([O-:10])=[O:9])=[CH:6][CH:5]=[C:4]([Cl:11])[N:3]=3)=[CH:32][CH:33]=2)[N:26]=1)([CH3:21])[CH3:20]. The yield is 0.380. (3) The reactants are C([O:3][C:4](=[O:24])/[CH:5]=[CH:6]/[CH:7]1[CH2:16][C:15]2[C:10](=[CH:11][CH:12]=[CH:13][CH:14]=2)[CH2:9][N:8]1[C:17]([O:19][C:20]([CH3:23])([CH3:22])[CH3:21])=[O:18])C. The catalyst is C(O)C.[Pd]. The product is [C:20]([O:19][C:17]([N:8]1[CH:7]([CH2:6][CH2:5][C:4]([OH:24])=[O:3])[CH2:16][C:15]2[C:10](=[CH:11][CH:12]=[CH:13][CH:14]=2)[CH2:9]1)=[O:18])([CH3:23])([CH3:21])[CH3:22]. The yield is 0.960.